This data is from Forward reaction prediction with 1.9M reactions from USPTO patents (1976-2016). The task is: Predict the product of the given reaction. (1) Given the reactants [C:1]([C:5]1[N:6]=[C:7]([NH:10][C:11]([C:13]2[CH:47]=[CH:46][N:16]3[C:17](=[O:45])[C:18](/[CH:36]=[CH:37]/[C:38]([O:40]C(C)(C)C)=[O:39])=[C:19]([N:21]4[CH2:26][CH2:25][CH2:24][C@@H:23]([O:27][C:28]([NH:30][CH2:31][CH2:32][N:33]([CH3:35])[CH3:34])=[O:29])[CH2:22]4)[N:20]=[C:15]3[CH:14]=2)=[O:12])[S:8][CH:9]=1)([CH3:4])([CH3:3])[CH3:2].Cl, predict the reaction product. The product is: [C:1]([C:5]1[N:6]=[C:7]([NH:10][C:11]([C:13]2[CH:47]=[CH:46][N:16]3[C:17](=[O:45])[C:18](/[CH:36]=[CH:37]/[C:38]([OH:40])=[O:39])=[C:19]([N:21]4[CH2:26][CH2:25][CH2:24][C@@H:23]([O:27][C:28]([NH:30][CH2:31][CH2:32][N:33]([CH3:35])[CH3:34])=[O:29])[CH2:22]4)[N:20]=[C:15]3[CH:14]=2)=[O:12])[S:8][CH:9]=1)([CH3:4])([CH3:2])[CH3:3]. (2) Given the reactants [C:1]([O:5][C:6]([N:8]([CH2:20][C:21](OCC)=[O:22])[CH:9]1[CH2:12][N:11]([C:13]([O:15][C:16]([CH3:19])([CH3:18])[CH3:17])=[O:14])[CH2:10]1)=[O:7])([CH3:4])([CH3:3])[CH3:2].[NH2:26][NH2:27], predict the reaction product. The product is: [C:1]([O:5][C:6]([N:8]([CH2:20][C:21]([NH:26][NH2:27])=[O:22])[CH:9]1[CH2:10][N:11]([C:13]([O:15][C:16]([CH3:19])([CH3:18])[CH3:17])=[O:14])[CH2:12]1)=[O:7])([CH3:4])([CH3:3])[CH3:2]. (3) Given the reactants [C:1]([NH:4][C:5]1[C:13]([CH3:14])=[CH:12][CH:11]=[CH:10][C:6]=1[C:7]([OH:9])=[O:8])(=[O:3])[CH3:2].S(=O)(=O)(O)O.[N+:20]([O-])([OH:22])=[O:21], predict the reaction product. The product is: [C:1]([NH:4][C:5]1[C:13]([CH3:14])=[CH:12][C:11]([N+:20]([O-:22])=[O:21])=[CH:10][C:6]=1[C:7]([OH:9])=[O:8])(=[O:3])[CH3:2]. (4) The product is: [Si:8]([O:15][C@:38]1([CH3:40])[CH2:37][C@@H:36]2[N:31]([C:32](=[O:42])[CH2:33][CH2:34][CH2:35]2)[C@H:30]([C:27]2[CH:28]=[CH:29][C:24]([F:23])=[CH:25][CH:26]=2)[CH2:39]1)([C:11]([CH3:12])([CH3:13])[CH3:14])([CH3:9])[CH3:10]. Given the reactants C(N(CC)CC)C.[Si:8]([O:15]S(C(F)(F)F)(=O)=O)([C:11]([CH3:14])([CH3:13])[CH3:12])([CH3:10])[CH3:9].[F:23][C:24]1[CH:29]=[CH:28][C:27]([C@@H:30]2[CH2:39][C@@:38](O)([CH3:40])[CH2:37][C@@H:36]3[N:31]2[C:32](=[O:42])[CH2:33][CH2:34][CH2:35]3)=[CH:26][CH:25]=1.O, predict the reaction product. (5) Given the reactants C(N([CH2:6][CH3:7])CC)C.[C:8](Cl)(=[O:15])[C:9]1[CH:14]=[CH:13][CH:12]=[CH:11][CH:10]=1.O.[CH2:18]1[CH2:22]O[CH2:20][CH2:19]1, predict the reaction product. The product is: [C:9]1([C:8](=[O:15])[C:20]#[C:19][CH2:18][CH2:22][CH2:14]/[CH:13]=[CH:12]/[C:7]2[CH:6]=[CH:11][CH:10]=[CH:9][CH:8]=2)[CH:14]=[CH:13][CH:12]=[CH:11][CH:10]=1. (6) The product is: [C:19]([NH:1][CH2:2][CH2:3][C:4]1[CH:11]=[CH:10][C:8]([OH:9])=[C:6]([OH:7])[CH:5]=1)([O:18][C:15]([CH3:17])([CH3:16])[CH3:14])=[O:20]. Given the reactants [NH2:1][CH2:2][CH2:3][C:4]1[CH:11]=[CH:10][C:8]([OH:9])=[C:6]([OH:7])[CH:5]=1.[OH-].[Na+].[CH3:14][C:15]([O:18][C:19](O[C:19]([O:18][C:15]([CH3:17])([CH3:16])[CH3:14])=[O:20])=[O:20])([CH3:17])[CH3:16], predict the reaction product.